From a dataset of Forward reaction prediction with 1.9M reactions from USPTO patents (1976-2016). Predict the product of the given reaction. Given the reactants [Na].[N:2]1[CH:7]=[CH:6][C:5]([C:8](=[O:10])[CH3:9])=[CH:4][CH:3]=1.[C:11](OCC)(=[O:17])[C:12]([O:14][CH2:15][CH3:16])=[O:13], predict the reaction product. The product is: [O:17]=[C:11]([CH2:9][C:8](=[O:10])[C:5]1[CH:6]=[CH:7][N:2]=[CH:3][CH:4]=1)[C:12]([O:14][CH2:15][CH3:16])=[O:13].